This data is from Forward reaction prediction with 1.9M reactions from USPTO patents (1976-2016). The task is: Predict the product of the given reaction. (1) Given the reactants [Cl:1][C:2]1[N:7]=[C:6](S(C)(=O)=O)[N:5]=[C:4]([N:12]2[CH2:17][CH2:16][O:15][CH2:14][CH2:13]2)[CH:3]=1.[NH2:18][CH2:19][C@H:20]([OH:22])[CH3:21].CCN(C(C)C)C(C)C, predict the reaction product. The product is: [Cl:1][C:2]1[CH:3]=[C:4]([N:12]2[CH2:17][CH2:16][O:15][CH2:14][CH2:13]2)[N:5]=[C:6]([NH:18][CH2:19][C@H:20]([OH:22])[CH3:21])[N:7]=1. (2) Given the reactants [CH3:1][O:2][C:3]1[CH:10]=[CH:9][C:6]([CH:7]=O)=[CH:5][CH:4]=1.S(Cl)([Cl:14])(=O)=O.[N:16]1C=CC=[CH:18][CH:17]=1, predict the reaction product. The product is: [CH3:1][O:2][C:3]1[CH:10]=[CH:9][C:6]([CH2:7][CH2:18][CH2:17][NH2:16])=[CH:5][C:4]=1[Cl:14]. (3) Given the reactants [Br:1][C:2]1[CH:7]=[CH:6][C:5]([CH:8]([CH2:19][CH2:20][CH3:21])[CH2:9][C:10]([C:12]2[CH:13]=[CH:14][C:15](=[O:18])[NH:16][CH:17]=2)=[O:11])=[C:4]([F:22])[CH:3]=1.IC.[C:25](=O)([O-])[O-].[K+].[K+], predict the reaction product. The product is: [Br:1][C:2]1[CH:7]=[CH:6][C:5]([CH:8]([CH2:19][CH2:20][CH3:21])[CH2:9][C:10]([C:12]2[CH:13]=[CH:14][C:15](=[O:18])[N:16]([CH3:25])[CH:17]=2)=[O:11])=[C:4]([F:22])[CH:3]=1. (4) Given the reactants [CH3:1][O:2][C:3]([C:5]1([CH2:11][C:12]([OH:14])=O)[CH2:10][CH2:9][O:8][CH2:7][CH2:6]1)=[O:4].S(Cl)([Cl:17])=O, predict the reaction product. The product is: [Cl:17][C:12](=[O:14])[CH2:11][C:5]1([C:3]([O:2][CH3:1])=[O:4])[CH2:10][CH2:9][O:8][CH2:7][CH2:6]1. (5) Given the reactants [C:9](O[C:9]([O:11][C:12]([CH3:15])([CH3:14])[CH3:13])=[O:10])([O:11][C:12]([CH3:15])([CH3:14])[CH3:13])=[O:10].[NH:16]1[CH2:21][CH:20]=[CH:19][CH2:18][CH2:17]1.C(=O)([O-])[O-].[Na+].[Na+], predict the reaction product. The product is: [C:12]([O:11][C:9]([N:16]1[CH2:17][CH:18]=[CH:19][CH2:20][CH2:21]1)=[O:10])([CH3:13])([CH3:14])[CH3:15].